From a dataset of Full USPTO retrosynthesis dataset with 1.9M reactions from patents (1976-2016). Predict the reactants needed to synthesize the given product. (1) Given the product [CH3:23][O:24][C:25]1[CH:26]=[CH:27][C:28]([CH2:29][N:30]2[C:34]3=[N:35][CH:36]=[CH:37][C:38]([O:39][C:40]4[CH:45]=[CH:44][C:43]([NH:46][C:47]5[N:62]=[CH:61][CH:60]=[CH:59][C:48]=5[C:49]([NH:51][C:52]5[CH:57]=[CH:56][C:55]([F:58])=[CH:54][CH:53]=5)=[O:50])=[CH:42][C:41]=4[F:63])=[C:33]3[C:32]([NH:8][CH:5]3[CH2:6][CH2:7][N:2]([CH3:1])[CH2:3][CH2:4]3)=[N:31]2)=[CH:65][CH:66]=1, predict the reactants needed to synthesize it. The reactants are: [CH3:1][N:2]1[CH2:7][CH2:6][CH:5]([NH2:8])[CH2:4][CH2:3]1.C([O-])([O-])=O.[K+].[K+].N1CCC[C@H]1C(O)=O.[CH3:23][O:24][C:25]1[CH:66]=[CH:65][C:28]([CH2:29][N:30]2[C:34]3=[N:35][CH:36]=[CH:37][C:38]([O:39][C:40]4[CH:45]=[CH:44][C:43]([NH:46][C:47]5[N:62]=[CH:61][CH:60]=[CH:59][C:48]=5[C:49]([NH:51][C:52]5[CH:57]=[CH:56][C:55]([F:58])=[CH:54][CH:53]=5)=[O:50])=[CH:42][C:41]=4[F:63])=[C:33]3[C:32](I)=[N:31]2)=[CH:27][CH:26]=1. (2) The reactants are: [Cl:1][C:2]([Cl:37])([Cl:36])[CH2:3][O:4][C:5](=[O:35])[O:6][CH:7]([CH:24]([CH3:34])[CH2:25][O:26][CH2:27][C:28]1[CH:33]=[CH:32][CH:31]=[CH:30][CH:29]=1)[CH:8]([CH3:23])[C:9](=[O:22])[C:10]([CH3:21])([CH3:20])[CH:11](OC(C)C)[O:12]C(C)C.CC1C=CC(S(O)(=O)=O)=CC=1.C([O-])(O)=O.[Na+]. Given the product [Cl:1][C:2]([Cl:36])([Cl:37])[CH2:3][O:4][C:5](=[O:35])[O:6][CH:7]([CH:24]([CH3:34])[CH2:25][O:26][CH2:27][C:28]1[CH:29]=[CH:30][CH:31]=[CH:32][CH:33]=1)[CH:8]([CH3:23])[C:9](=[O:22])[C:10]([CH3:21])([CH3:20])[CH:11]=[O:12], predict the reactants needed to synthesize it.